From a dataset of Peptide-MHC class I binding affinity with 185,985 pairs from IEDB/IMGT. Regression. Given a peptide amino acid sequence and an MHC pseudo amino acid sequence, predict their binding affinity value. This is MHC class I binding data. (1) The peptide sequence is QVPLRPMTYK. The MHC is HLA-B35:03 with pseudo-sequence HLA-B35:03. The binding affinity (normalized) is 0. (2) The peptide sequence is HVLSHNSYEK. The MHC is HLA-A11:01 with pseudo-sequence HLA-A11:01. The binding affinity (normalized) is 0.510. (3) The peptide sequence is GELRKAICL. The MHC is HLA-A02:03 with pseudo-sequence HLA-A02:03. The binding affinity (normalized) is 0.0847. (4) The peptide sequence is CVFKFIVAK. The MHC is HLA-A26:02 with pseudo-sequence HLA-A26:02. The binding affinity (normalized) is 0.0847. (5) The peptide sequence is LGNSRIVI. The MHC is Mamu-B17 with pseudo-sequence Mamu-B17. The binding affinity (normalized) is 0. (6) The peptide sequence is GFADLMGYI. The MHC is Patr-A0701 with pseudo-sequence Patr-A0701. The binding affinity (normalized) is 0.299. (7) The peptide sequence is LSPRTLNAW. The MHC is HLA-B44:02 with pseudo-sequence HLA-B44:02. The binding affinity (normalized) is 0.